Dataset: Full USPTO retrosynthesis dataset with 1.9M reactions from patents (1976-2016). Task: Predict the reactants needed to synthesize the given product. Given the product [Br:22][C:23]1[CH:24]=[C:25]([S:29]([NH:5][CH:4]([C:6]([O:8][CH3:9])=[O:7])[CH:3]([C:10]([F:12])([F:11])[F:13])[C:2]([F:14])([F:15])[F:1])(=[O:31])=[O:30])[S:26][C:27]=1[Cl:28], predict the reactants needed to synthesize it. The reactants are: [F:1][C:2]([F:15])([F:14])[CH:3]([C:10]([F:13])([F:12])[F:11])[C@@H:4]([C:6]([O:8][CH3:9])=[O:7])[NH2:5].N1C=CC=CC=1.[Br:22][C:23]1[CH:24]=[C:25]([S:29](Cl)(=[O:31])=[O:30])[S:26][C:27]=1[Cl:28].CCOC(C)=O.CCCCCC.